This data is from Reaction yield outcomes from USPTO patents with 853,638 reactions. The task is: Predict the reaction yield, written as a fraction of the theoretical maximum amount of product (1.0 means a 100% yield; for example, 0.34 means a 34% yield). The yield is 0.970. The product is [F:1][C:2]1[CH:7]=[CH:6][CH:5]=[CH:4][C:3]=1[CH2:8][O:9][C:10]1[CH:15]=[CH:14][C:13]([C@@H:16]2[N:20]([C:35]([O:37][CH2:38][C:39]3[CH:44]=[CH:43][CH:42]=[CH:41][CH:40]=3)=[O:36])[C@H:19]([C:21]([O:23][CH3:24])=[O:22])[CH2:18][CH2:17]2)=[CH:12][CH:11]=1. The catalyst is C(Cl)Cl. The reactants are [F:1][C:2]1[CH:7]=[CH:6][CH:5]=[CH:4][C:3]=1[CH2:8][O:9][C:10]1[CH:15]=[CH:14][C:13]([C@@H:16]2[NH:20][C@H:19]([C:21]([O:23][CH3:24])=[O:22])[CH2:18][CH2:17]2)=[CH:12][CH:11]=1.C(N(C(C)C)CC)(C)C.Cl[C:35]([O:37][CH2:38][C:39]1[CH:44]=[CH:43][CH:42]=[CH:41][CH:40]=1)=[O:36].